Dataset: Catalyst prediction with 721,799 reactions and 888 catalyst types from USPTO. Task: Predict which catalyst facilitates the given reaction. (1) Reactant: [F:1][C:2]([F:33])([F:32])[C:3]1[CH:4]=[C:5]([NH:13][C:14](=[O:31])[CH2:15][N:16]2[C:21](=[O:22])[C:20]3[C:23]([CH3:30])=[C:24]([C:26]([O:28]C)=[O:27])[S:25][C:19]=3[N:18]=[CH:17]2)[CH:6]=[C:7]([C:9]([F:12])([F:11])[F:10])[CH:8]=1.O.O.[OH-].[Li+]. Product: [F:32][C:2]([F:1])([F:33])[C:3]1[CH:4]=[C:5]([NH:13][C:14](=[O:31])[CH2:15][N:16]2[C:21](=[O:22])[C:20]3[C:23]([CH3:30])=[C:24]([C:26]([OH:28])=[O:27])[S:25][C:19]=3[N:18]=[CH:17]2)[CH:6]=[C:7]([C:9]([F:11])([F:12])[F:10])[CH:8]=1. The catalyst class is: 36. (2) Reactant: Cl[C:2]1[CH:3]=[CH:4][C:5]2[C:14]3[C:9](=[CH:10][N:11]=[CH:12][CH:13]=3)[C:8](=[O:15])[N:7]([CH:16]([CH3:18])[CH3:17])[C:6]=2[CH:19]=1.C(=O)([O-])[O-].[Cs+].[Cs+].[C:26]([NH:33][C@H:34]([CH2:39][OH:40])[CH2:35][CH:36]([CH3:38])[CH3:37])([O:28][C:29]([CH3:32])([CH3:31])[CH3:30])=[O:27]. Product: [CH:16]([N:7]1[C:6]2[CH:19]=[C:2]([O:40][CH2:39][C@@H:34]([NH:33][C:26](=[O:27])[O:28][C:29]([CH3:30])([CH3:32])[CH3:31])[CH2:35][CH:36]([CH3:38])[CH3:37])[CH:3]=[CH:4][C:5]=2[C:14]2[C:9](=[CH:10][N:11]=[CH:12][CH:13]=2)[C:8]1=[O:15])([CH3:18])[CH3:17]. The catalyst class is: 164. (3) Reactant: C(N(C(C)C)CC)(C)C.[CH2:10]([Si:12](Cl)([CH2:15][CH3:16])[CH2:13][CH3:14])[CH3:11].[Br:18][C:19]1[S:23][C:22]2=[C:24]([C:27]3[CH:28]=[N:29][CH:30]=[CH:31][CH:32]=3)[N:25]=[CH:26][N:21]2[C:20]=1[CH2:33][OH:34]. Product: [Br:18][C:19]1[S:23][C:22]2=[C:24]([C:27]3[CH:28]=[N:29][CH:30]=[CH:31][CH:32]=3)[N:25]=[CH:26][N:21]2[C:20]=1[CH2:33][O:34][Si:12]([CH2:15][CH3:16])([CH2:13][CH3:14])[CH2:10][CH3:11]. The catalyst class is: 42. (4) Reactant: [Cl:1][CH2:2][C:3](Cl)=[O:4].[C:6]1([C:12]23[CH2:21][CH:16]4[CH2:17][CH:18]([CH2:20][C:14]([NH2:22])([CH2:15]4)[CH2:13]2)[CH2:19]3)[CH:11]=[CH:10][CH:9]=[CH:8][CH:7]=1.C([O-])([O-])=O.[K+].[K+]. The catalyst class is: 2. Product: [Cl:1][CH2:2][C:3]([NH:22][C:14]12[CH2:15][CH:16]3[CH2:17][CH:18]([CH2:19][C:12]([C:6]4[CH:7]=[CH:8][CH:9]=[CH:10][CH:11]=4)([CH2:21]3)[CH2:13]1)[CH2:20]2)=[O:4].